Dataset: Catalyst prediction with 721,799 reactions and 888 catalyst types from USPTO. Task: Predict which catalyst facilitates the given reaction. (1) Reactant: [Cl-].[NH4+].[CH3:3][O:4][C:5]1[C:10]([N+:11]([O-])=O)=[CH:9][C:8]([Br:14])=[CH:7][C:6]=1[C:15]([CH3:18])([CH3:17])[CH3:16]. Product: [Br:14][C:8]1[CH:7]=[C:6]([C:15]([CH3:18])([CH3:17])[CH3:16])[C:5]([O:4][CH3:3])=[C:10]([CH:9]=1)[NH2:11]. The catalyst class is: 406. (2) Reactant: [C:1]([C:5]1[N:10]=[C:9]([N:11]2[CH2:16][CH2:15][N:14]([CH2:17][CH2:18][CH2:19][CH2:20][NH2:21])[CH2:13][CH2:12]2)[CH:8]=[C:7]([C:22]([F:25])([F:24])[F:23])[N:6]=1)([CH3:4])([CH3:3])[CH3:2].C1N=CN([C:31](N2C=NC=C2)=[O:32])C=1.[C:38]([C:40]1[CH:45]=[CH:44][C:43]([N:46]2[CH2:51][CH2:50][NH:49][CH2:48][CH2:47]2)=[CH:42][CH:41]=1)#[N:39]. Product: [C:1]([C:5]1[N:10]=[C:9]([N:11]2[CH2:16][CH2:15][N:14]([CH2:17][CH2:18][CH2:19][CH2:20][NH:21][C:31]([N:49]3[CH2:50][CH2:51][N:46]([C:43]4[CH:42]=[CH:41][C:40]([C:38]#[N:39])=[CH:45][CH:44]=4)[CH2:47][CH2:48]3)=[O:32])[CH2:13][CH2:12]2)[CH:8]=[C:7]([C:22]([F:24])([F:25])[F:23])[N:6]=1)([CH3:4])([CH3:2])[CH3:3]. The catalyst class is: 147. (3) Reactant: C[O:2][C:3]([C:5]1[S:12][C:11]2[C:10]([I:13])=[N:9][NH:8][C:7]=2[CH:6]=1)=[O:4].[OH-].[K+].O. Product: [I:13][C:10]1[C:11]2[S:12][C:5]([C:3]([OH:4])=[O:2])=[CH:6][C:7]=2[NH:8][N:9]=1. The catalyst class is: 7.